This data is from Forward reaction prediction with 1.9M reactions from USPTO patents (1976-2016). The task is: Predict the product of the given reaction. (1) Given the reactants C([SiH](CC)CC)C.[CH3:8][O:9][C:10](=[O:39])[C:11]([C:13]1[C:21]2[C:16](=[CH:17][CH:18]=[CH:19][CH:20]=2)[NH:15][C:14]=1[C:22]1[CH:27]=[CH:26][C:25]([Cl:28])=[C:24]([S:29](=[O:38])(=[O:37])[NH:30][CH:31]2[CH2:36][CH2:35][CH2:34][CH2:33][CH2:32]2)[CH:23]=1)=O, predict the reaction product. The product is: [CH3:8][O:9][C:10](=[O:39])[CH2:11][C:13]1[C:21]2[C:16](=[CH:17][CH:18]=[CH:19][CH:20]=2)[NH:15][C:14]=1[C:22]1[CH:27]=[CH:26][C:25]([Cl:28])=[C:24]([S:29](=[O:37])(=[O:38])[NH:30][CH:31]2[CH2:36][CH2:35][CH2:34][CH2:33][CH2:32]2)[CH:23]=1. (2) Given the reactants Cl.[C:2]1([CH2:8][C:9]([OH:11])=O)[CH:7]=[CH:6][CH:5]=[CH:4][CH:3]=1.[NH2:12][C@@H:13]([CH2:31][O:32][CH2:33][C:34]1[CH:39]=[CH:38][CH:37]=[CH:36][CH:35]=1)[C:14]([NH:16][C:17]1[CH:22]=[CH:21][C:20]([O:23][C:24]2[CH:29]=[CH:28][C:27]([F:30])=[CH:26][CH:25]=2)=[CH:19][CH:18]=1)=[O:15], predict the reaction product. The product is: [CH2:33]([O:32][CH2:31][C@H:13]([NH:12][C:9](=[O:11])[CH2:8][C:2]1[CH:3]=[CH:4][CH:5]=[CH:6][CH:7]=1)[C:14]([NH:16][C:17]1[CH:22]=[CH:21][C:20]([O:23][C:24]2[CH:29]=[CH:28][C:27]([F:30])=[CH:26][CH:25]=2)=[CH:19][CH:18]=1)=[O:15])[C:34]1[CH:39]=[CH:38][CH:37]=[CH:36][CH:35]=1. (3) Given the reactants Cl[C:2]1[C:3]([CH3:14])=[N:4][C:5]2[C:10]([N:11]=1)=[CH:9][C:8]([O:12][CH3:13])=[CH:7][CH:6]=2.C(O[C:20](=[O:31])[NH:21][CH:22]1[CH2:27][CH2:26][N:25]([CH2:28][CH2:29][OH:30])[CH2:24][CH2:23]1)(C)(C)C.[Cl:32][C:33]1[C:43](C(O)=O)=[CH:42][C:36]2[NH:37][C:38](=[O:41])[CH2:39][S:40][C:35]=2[CH:34]=1, predict the reaction product. The product is: [CH3:13][O:12][C:8]1[CH:9]=[C:10]2[C:5]([N:4]=[C:3]([CH3:14])[C:2]([O:30][CH2:29][CH2:28][N:25]3[CH2:24][CH2:23][CH:22]([NH:21][C:20]([C:43]4[C:33]([Cl:32])=[CH:34][C:35]5[S:40][CH2:39][C:38](=[O:41])[NH:37][C:36]=5[CH:42]=4)=[O:31])[CH2:27][CH2:26]3)=[N:11]2)=[CH:6][CH:7]=1. (4) Given the reactants [F:1][C:2]([F:18])([C:14]([F:17])([F:16])[F:15])[CH2:3][O:4][C:5]1[N:10]=[C:9]([C:11]([OH:13])=O)[CH:8]=[CH:7][CH:6]=1.C1(C2C=CC(C(O)=O)=NC=2OCC(F)(F)C(F)(F)F)CC1.[NH2:40][C:41]([CH2:48][CH3:49])([CH2:46][CH3:47])[C:42]([NH:44][CH3:45])=[O:43], predict the reaction product. The product is: [CH2:46]([C:41]([NH:40][C:11]([C:9]1[CH:8]=[CH:7][CH:6]=[C:5]([O:4][CH2:3][C:2]([F:1])([F:18])[C:14]([F:17])([F:16])[F:15])[N:10]=1)=[O:13])([C:42](=[O:43])[NH:44][CH3:45])[CH2:48][CH3:49])[CH3:47].